The task is: Binary Classification. Given a drug SMILES string, predict its activity (active/inactive) in a high-throughput screening assay against a specified biological target.. This data is from M1 muscarinic receptor antagonist screen with 61,756 compounds. (1) The compound is O=P(CCC)(CC(=O)N(CC)CC)c1ccccc1. The result is 0 (inactive). (2) The compound is S(CCn1c(N2CCC(CC2)C)nc2n(c(=O)n(c(=O)c12)C)C)c1oc2c(n1)cccc2. The result is 0 (inactive).